From a dataset of Reaction yield outcomes from USPTO patents with 853,638 reactions. Predict the reaction yield, written as a fraction of the theoretical maximum amount of product (1.0 means a 100% yield; for example, 0.34 means a 34% yield). The yield is 0.520. The reactants are [NH2:1][CH:2]([C:6]#[N:7])[C:3]([NH2:5])=[O:4].[F:8][C:9]1[CH:14]=[CH:13][C:12]([N:15]=[C:16]=[S:17])=[CH:11][CH:10]=1. The catalyst is CCOC(C)=O. The product is [NH2:7][C:6]1[S:17][C:16]([NH:15][C:12]2[CH:13]=[CH:14][C:9]([F:8])=[CH:10][CH:11]=2)=[N:1][C:2]=1[C:3]([NH2:5])=[O:4].